This data is from Catalyst prediction with 721,799 reactions and 888 catalyst types from USPTO. The task is: Predict which catalyst facilitates the given reaction. Reactant: [C:1]([O:5][C@@H:6]([C:11]1[C:26]([CH3:27])=[CH:25][C:14]2[N:15]=[C:16]([C:18]3[CH:23]=[CH:22][N:21]=[C:20](Cl)[N:19]=3)[S:17][C:13]=2[C:12]=1[C:28]1[CH:33]=[CH:32][C:31]([Cl:34])=[CH:30][CH:29]=1)[C:7]([O:9][CH3:10])=[O:8])([CH3:4])([CH3:3])[CH3:2].CC1(C)C(C)(C)OB([C:43]2[CH:44]=[C:45]3[C:50](=[CH:51][CH:52]=2)[N:49]=[C:48]([NH:53][C:54]([CH:56]2[CH2:61][CH2:60][CH2:59][CH2:58][CH2:57]2)=[O:55])[CH:47]=[CH:46]3)O1.C([O-])([O-])=O.[K+].[K+]. Product: [C:1]([O:5][C@@H:6]([C:11]1[C:26]([CH3:27])=[CH:25][C:14]2[N:15]=[C:16]([C:18]3[CH:23]=[CH:22][N:21]=[C:20]([C:43]4[CH:44]=[C:45]5[C:50](=[CH:51][CH:52]=4)[N:49]=[C:48]([NH:53][C:54]([CH:56]4[CH2:57][CH2:58][CH2:59][CH2:60][CH2:61]4)=[O:55])[CH:47]=[CH:46]5)[N:19]=3)[S:17][C:13]=2[C:12]=1[C:28]1[CH:29]=[CH:30][C:31]([Cl:34])=[CH:32][CH:33]=1)[C:7]([O:9][CH3:10])=[O:8])([CH3:2])([CH3:3])[CH3:4]. The catalyst class is: 77.